From a dataset of Catalyst prediction with 721,799 reactions and 888 catalyst types from USPTO. Predict which catalyst facilitates the given reaction. (1) Reactant: [S:1]([Cl:5])(=[O:4])(=[O:3])O.C(Cl)Cl.[C:9]1([C:15]2[CH:20]=[CH:19][CH:18]=[CH:17][CH:16]=2)[CH:14]=[CH:13][CH:12]=[CH:11][CH:10]=1.C(Cl)(Cl)Cl. Product: [C:9]1([C:15]2[CH:16]=[CH:17][C:18]([S:1]([Cl:5])(=[O:4])=[O:3])=[CH:19][CH:20]=2)[CH:14]=[CH:13][C:12]([S:1]([Cl:5])(=[O:4])=[O:3])=[CH:11][CH:10]=1. The catalyst class is: 170. (2) Reactant: [CH2:1]([NH:8][CH2:9][CH2:10][OH:11])[C:2]1[CH:7]=[CH:6][CH:5]=[CH:4][CH:3]=1.[H-].[Na+].[S:14](Cl)(Cl)=[O:15]. Product: [O:15]=[S:14]1[N:8]([CH2:1][C:2]2[CH:7]=[CH:6][CH:5]=[CH:4][CH:3]=2)[CH2:9][CH2:10][O:11]1. The catalyst class is: 37. (3) Reactant: [CH2:1]([O:8][C:9]1[CH:18]=[C:17]2[C:12]([C:13](=O)[NH:14][CH:15]=[N:16]2)=[CH:11][CH:10]=1)[C:2]1[CH:7]=[CH:6][CH:5]=[CH:4][CH:3]=1.S(Cl)([Cl:22])=O. Product: [ClH:22].[CH2:1]([O:8][C:9]1[CH:18]=[C:17]2[C:12]([C:13]([Cl:22])=[N:14][CH:15]=[N:16]2)=[CH:11][CH:10]=1)[C:2]1[CH:7]=[CH:6][CH:5]=[CH:4][CH:3]=1. The catalyst class is: 3. (4) Reactant: [F:1][C:2]([C:5]1[C:6]([C:16]([OH:18])=O)=[N:7][O:8][C:9]=1[C:10]1[CH:15]=[CH:14][CH:13]=[CH:12][CH:11]=1)([F:4])[CH3:3].[CH:19]1C=CC2N(O)N=NC=2C=1.C(N(C(C)C)CC)(C)C.C(Cl)CCl.O/[N:43]=[C:44](/[C:46]1[CH:63]=[CH:62][C:49]([CH2:50][N:51]2[CH2:54][CH:53]([C:55]([O:57][C:58]([CH3:61])([CH3:60])[CH3:59])=[O:56])[CH2:52]2)=[CH:48][CH:47]=1)\[NH2:45]. Product: [F:4][C:2]([C:5]1[C:6]([C:16]2[O:18][N:45]=[C:44]([C:46]3[CH:63]=[CH:62][C:49]([CH2:50][N:51]4[CH2:54][CH:53]([C:55]([O:57][C:58]([CH3:61])([CH3:60])[CH3:59])=[O:56])[CH2:52]4)=[CH:48][CH:47]=3)[N:43]=2)=[N:7][O:8][C:9]=1[C:10]1[CH:11]=[CH:12][CH:13]=[CH:14][CH:15]=1)([F:1])[CH2:3][CH3:19]. The catalyst class is: 10. (5) The catalyst class is: 5. Product: [CH2:3]([N:10]1[CH2:14][C@H:13]([C:15]2[CH:16]=[CH:17][C:18]([Cl:21])=[CH:19][CH:20]=2)[C@H:12]([C:22]([OH:24])=[O:23])[CH2:11]1)[C:4]1[CH:5]=[CH:6][CH:7]=[CH:8][CH:9]=1. Reactant: O=O.[CH2:3]([N:10]1[CH2:14][C:13]([C:15]2[CH:20]=[CH:19][C:18]([Cl:21])=[CH:17][CH:16]=2)=[C:12]([C:22]([OH:24])=[O:23])[CH2:11]1)[C:4]1[CH:9]=[CH:8][CH:7]=[CH:6][CH:5]=1.[H][H]. (6) Reactant: [CH3:1][O:2][N:3]=[C:4]1[C:13]2[C:8](=[C:9]([CH3:17])[C:10]([CH3:16])=[C:11]([OH:15])[C:12]=2[CH3:14])[O:7][C:6]([CH3:19])([CH3:18])[CH2:5]1.Cl. Product: [CH3:1][O:2][NH:3][CH:4]1[C:13]2[C:8](=[C:9]([CH3:17])[C:10]([CH3:16])=[C:11]([OH:15])[C:12]=2[CH3:14])[O:7][C:6]([CH3:19])([CH3:18])[CH2:5]1. The catalyst class is: 14. (7) Reactant: CN(C)[CH:3]=[CH:4][C:5](=[C:9]([C:12]#[N:13])[C:10]#[N:11])[O:6][CH2:7][CH3:8].CN(C)C=CC(=C(C#N)C#N)OC.[ClH:28].N#N. Product: [Cl:28][C:12]1[C:9]([C:10]#[N:11])=[C:5]([O:6][CH2:7][CH3:8])[CH:4]=[CH:3][N:13]=1. The catalyst class is: 5.